Dataset: Full USPTO retrosynthesis dataset with 1.9M reactions from patents (1976-2016). Task: Predict the reactants needed to synthesize the given product. (1) Given the product [C:1]([O:5][C:6]([N:7]([CH3:8])[C:9]1[CH:10]=[CH:11][C:12]([C:15]#[C:16][CH2:17][CH2:18][CH2:19][O:20][S:23]([CH3:22])(=[O:25])=[O:24])=[CH:13][CH:14]=1)=[O:21])([CH3:3])([CH3:2])[CH3:4], predict the reactants needed to synthesize it. The reactants are: [C:1]([O:5][C:6](=[O:21])[N:7]([C:9]1[CH:14]=[CH:13][C:12]([C:15]#[C:16][CH2:17][CH2:18][CH2:19][OH:20])=[CH:11][CH:10]=1)[CH3:8])([CH3:4])([CH3:3])[CH3:2].[CH3:22][S:23](Cl)(=[O:25])=[O:24].N1C=CC=CC=1.O. (2) Given the product [C:18]([C:17]1[CH:20]=[C:21]([CH3:22])[C:14]([N:11]2[CH2:12][CH2:13][N:8]([C:6]([C:5]3[CH:23]=[CH:24][C:2]([N:28]4[CH2:29][CH2:30][O:26][C:27]4=[O:31])=[CH:3][C:4]=3[F:25])=[O:7])[CH2:9][CH2:10]2)=[N:15][CH:16]=1)#[N:19], predict the reactants needed to synthesize it. The reactants are: Br[C:2]1[CH:24]=[CH:23][C:5]([C:6]([N:8]2[CH2:13][CH2:12][N:11]([C:14]3[C:21]([CH3:22])=[CH:20][C:17]([C:18]#[N:19])=[CH:16][N:15]=3)[CH2:10][CH2:9]2)=[O:7])=[C:4]([F:25])[CH:3]=1.[O:26]1[CH2:30][CH2:29][NH:28][C:27]1=[O:31]. (3) Given the product [C:1]([O:5][C:6]([N:8]1[CH2:13][CH2:12][N:11]([C:14]2[N:22]([C:23]3[CH:28]=[CH:27][CH:26]=[CH:25][C:24]=3[CH:29]=[CH2:30])[C:21]3[C:20](=[O:31])[N:19]([CH2:32][O:33][C:34](=[O:39])[C:35]([CH3:38])([CH3:37])[CH3:36])[C:18](=[O:40])[NH:17][C:16]=3[N:15]=2)[CH2:10][CH2:9]1)=[O:7])([CH3:3])([CH3:2])[CH3:4], predict the reactants needed to synthesize it. The reactants are: [C:1]([O:5][C:6]([N:8]1[CH2:13][CH2:12][N:11]([C:14]2[N:22]([C:23]3[CH:28]=[CH:27][CH:26]=[CH:25][C:24]=3[CH:29]=[CH2:30])[C:21]3[C:20](=[O:31])[N:19]([CH2:32][O:33][C:34](=[O:39])[C:35]([CH3:38])([CH3:37])[CH3:36])[C:18](=[O:40])[N:17](COC(=O)C(C)(C)C)[C:16]=3[N:15]=2)[CH2:10][CH2:9]1)=[O:7])([CH3:4])([CH3:3])[CH3:2].[H-].[Na+]. (4) Given the product [OH:1][CH:2]1[C:11]2[C:6](=[CH:7][CH:8]=[CH:9][CH:10]=2)[O:5][C@@H:4]([CH2:12][NH:13][C:14](=[O:16])[CH3:15])[CH2:3]1, predict the reactants needed to synthesize it. The reactants are: [O:1]=[C:2]1[C:11]2[C:6](=[CH:7][CH:8]=[CH:9][CH:10]=2)[O:5][CH:4]([CH2:12][NH:13][C:14](=[O:16])[CH3:15])[CH2:3]1.[H][H]. (5) The reactants are: C([O:8][C:9]1[CH:17]=[CH:16][CH:15]=[C:14]2[C:10]=1[CH:11]=[CH:12][N:13]2[S:18]([C:21]1[CH:26]=[CH:25][CH:24]=[CH:23][C:22]=1[F:27])(=[O:20])=[O:19])C1C=CC=CC=1. Given the product [F:27][C:22]1[CH:23]=[CH:24][CH:25]=[CH:26][C:21]=1[S:18]([N:13]1[C:14]2[C:10](=[C:9]([OH:8])[CH:17]=[CH:16][CH:15]=2)[CH:11]=[CH:12]1)(=[O:19])=[O:20], predict the reactants needed to synthesize it. (6) The reactants are: [CH3:1][Si:2]([CH3:33])([CH3:32])[CH2:3][CH2:4][O:5][CH2:6][N:7]1[C:15]2[CH2:14][CH2:13][CH:12]([C:16]3C=NN(COCC[Si](C)(C)C)C=3)[CH2:11][C:10]=2[C:9]([C:29]([OH:31])=[O:30])=[N:8]1.C[Si](C)(C)CCOCN1C=C(C2CCC(=O)CC2)C=N1. Given the product [CH3:16][C:12]1([CH3:13])[CH2:14][C:15]2[N:7]([CH2:6][O:5][CH2:4][CH2:3][Si:2]([CH3:1])([CH3:32])[CH3:33])[N:8]=[C:9]([C:29]([OH:31])=[O:30])[C:10]=2[CH2:11]1, predict the reactants needed to synthesize it. (7) Given the product [Br:1][C:2]1[C:3]([N:23]2[CH2:27][C@@H:26]([OH:28])[C@@H:25]([OH:29])[CH2:24]2)=[N:4][CH:5]=[C:6]([CH:21]=1)[C:7]([NH:9][C:10]1[CH:15]=[CH:14][C:13]([O:16][C:17]([F:20])([F:19])[F:18])=[CH:12][CH:11]=1)=[O:8], predict the reactants needed to synthesize it. The reactants are: [Br:1][C:2]1[C:3](Cl)=[N:4][CH:5]=[C:6]([CH:21]=1)[C:7]([NH:9][C:10]1[CH:15]=[CH:14][C:13]([O:16][C:17]([F:20])([F:19])[F:18])=[CH:12][CH:11]=1)=[O:8].[NH:23]1[CH2:27][C@H:26]([OH:28])[C@H:25]([OH:29])[CH2:24]1.CCN(C(C)C)C(C)C.Cl. (8) Given the product [CH:25]1([NH:31][C:4]([C:6]2[S:7][C:8]([C:18]3[CH:23]=[CH:22][C:21]([Cl:24])=[CH:20][CH:19]=3)=[C:9]([C:11]3[CH:12]=[CH:13][C:14]([Cl:17])=[CH:15][CH:16]=3)[N:10]=2)=[O:5])[CH2:30][CH2:29][CH2:28][CH2:27][CH2:26]1, predict the reactants needed to synthesize it. The reactants are: C(O[C:4]([C:6]1[S:7][C:8]([C:18]2[CH:23]=[CH:22][C:21]([Cl:24])=[CH:20][CH:19]=2)=[C:9]([C:11]2[CH:16]=[CH:15][C:14]([Cl:17])=[CH:13][CH:12]=2)[N:10]=1)=[O:5])C.[CH:25]1([NH2:31])[CH2:30][CH2:29][CH2:28][CH2:27][CH2:26]1. (9) Given the product [CH2:17]([O:19][C:20](=[O:40])[CH2:21][S:22][C:23]1[CH:28]=[CH:27][C:26]([O:29][CH2:30][CH2:31][C@H:32]([O:1][C:2]2[CH:7]=[CH:6][C:5]([CH3:8])=[CH:4][C:3]=2[C:9](=[O:10])[C:11]2[CH:12]=[CH:13][CH:14]=[CH:15][CH:16]=2)[CH3:33])=[CH:25][C:24]=1[CH3:39])[CH3:18], predict the reactants needed to synthesize it. The reactants are: [OH:1][C:2]1[CH:7]=[CH:6][C:5]([CH3:8])=[CH:4][C:3]=1[C:9]([C:11]1[CH:16]=[CH:15][CH:14]=[CH:13][CH:12]=1)=[O:10].[CH2:17]([O:19][C:20](=[O:40])[CH2:21][S:22][C:23]1[CH:28]=[CH:27][C:26]([O:29][CH2:30][CH2:31][C@@H:32](OS(C)(=O)=O)[CH3:33])=[CH:25][C:24]=1[CH3:39])[CH3:18].C([O-])([O-])=O.[Cs+].[Cs+].Cl. (10) Given the product [C:16]([NH:20][C:21]([S:1][C:2]1[CH:15]=[CH:14][CH:13]=[CH:12][C:3]=1[C:4]([NH:6][C:7](=[O:11])[CH2:8][CH2:9][NH2:10])=[O:5])=[O:22])([CH3:19])([CH3:18])[CH3:17], predict the reactants needed to synthesize it. The reactants are: [SH:1][C:2]1[CH:15]=[CH:14][CH:13]=[CH:12][C:3]=1[C:4]([NH:6][C:7](=[O:11])[CH2:8][CH2:9][NH2:10])=[O:5].[C:16]([N:20]=[C:21]=[O:22])([CH3:19])([CH3:18])[CH3:17].